This data is from Reaction yield outcomes from USPTO patents with 853,638 reactions. The task is: Predict the reaction yield, written as a fraction of the theoretical maximum amount of product (1.0 means a 100% yield; for example, 0.34 means a 34% yield). (1) The reactants are CN1CCCC1=[O:7].[Cl:8][C:9]1[C:10]([C:34]2[CH:39]=[CH:38][C:37]([O:40][CH3:41])=[CH:36][CH:35]=2)=[C:11]2[C:29]3[CH2:30][CH2:31][S:32][CH2:33][C:28]=3[S:27][C:12]2=[N:13][C:14]=1[CH2:15][N:16]1[C:24](=[O:25])[C:23]2[C:18](=[CH:19][CH:20]=[CH:21][CH:22]=2)[C:17]1=[O:26].OO.S([O-])([O-])(=O)=S.[Na+].[Na+]. The catalyst is O. The product is [Cl:8][C:9]1[C:10]([C:34]2[CH:35]=[CH:36][C:37]([O:40][CH3:41])=[CH:38][CH:39]=2)=[C:11]2[C:29]3[CH2:30][CH2:31][S:32](=[O:7])[CH2:33][C:28]=3[S:27][C:12]2=[N:13][C:14]=1[CH2:15][N:16]1[C:24](=[O:25])[C:23]2[C:18](=[CH:19][CH:20]=[CH:21][CH:22]=2)[C:17]1=[O:26]. The yield is 0.643. (2) The reactants are [Cl:1][C:2]1[CH:7]=[CH:6][C:5]([CH:8]=[CH:9][N+:10]([O-])=O)=[C:4]([CH3:13])[CH:3]=1.[H-].[Al+3].[Li+].[H-].[H-].[H-]. The catalyst is O1CCCC1. The product is [Cl:1][C:2]1[CH:7]=[CH:6][C:5]([CH2:8][CH2:9][NH2:10])=[C:4]([CH3:13])[CH:3]=1. The yield is 0.750. (3) The reactants are [CH3:1][O:2][C:3](=[O:11])[C:4]1[CH:9]=[CH:8][CH:7]=[CH:6][C:5]=1[CH3:10].[Br:12]N1C(=O)CCC1=O.N(C1(C#N)CCCCC1)=NC1(C#N)CCCCC1. The catalyst is C(Cl)(Cl)(Cl)Cl. The product is [CH3:1][O:2][C:3](=[O:11])[C:4]1[CH:9]=[CH:8][CH:7]=[CH:6][C:5]=1[CH2:10][Br:12]. The yield is 0.780. (4) The reactants are [Cl:1][C:2]1[CH:3]=[C:4]([OH:12])[CH:5]=[C:6]([C:8]([F:11])([F:10])[F:9])[CH:7]=1.F[C:14]1[CH:21]=[CH:20][C:17]([CH:18]=[O:19])=[CH:16][CH:15]=1.C([O-])([O-])=O.[K+].[K+]. The catalyst is CN(C=O)C.O. The product is [Cl:1][C:2]1[CH:3]=[C:4]([O:12][C:14]2[CH:21]=[CH:20][C:17]([CH:18]=[O:19])=[CH:16][CH:15]=2)[CH:5]=[C:6]([C:8]([F:10])([F:11])[F:9])[CH:7]=1. The yield is 1.08. (5) The reactants are [F:1][C:2]1[C:3](I)=[CH:4][C:5](=[O:21])[N:6]([CH2:8][CH2:9][C@@:10]([CH3:20])([S:16]([CH3:19])(=[O:18])=[O:17])[C:11]([O:13][CH2:14][CH3:15])=[O:12])[CH:7]=1.CC1(C)C(C)(C)OB([C:31]2[CH:36]=[CH:35][C:34]([N:37]3[N:41]=[CH:40][CH:39]=[N:38]3)=[CH:33][CH:32]=2)O1.P([O-])([O-])([O-])=O.[K+].[K+].[K+]. The catalyst is CC1CCCO1.O.CCOC(C)=O.C1C=CC(P(C2C=CC=CC=2)[C-]2C=CC=C2)=CC=1.C1C=CC(P(C2C=CC=CC=2)[C-]2C=CC=C2)=CC=1.Cl[Pd]Cl.[Fe+2]. The product is [F:1][C:2]1[C:3]([C:31]2[CH:36]=[CH:35][C:34]([N:37]3[N:41]=[CH:40][CH:39]=[N:38]3)=[CH:33][CH:32]=2)=[CH:4][C:5](=[O:21])[N:6]([CH2:8][CH2:9][C@@:10]([CH3:20])([S:16]([CH3:19])(=[O:18])=[O:17])[C:11]([O:13][CH2:14][CH3:15])=[O:12])[CH:7]=1. The yield is 0.674. (6) The reactants are C1(P(C2C=CC=CC=2)C2C=CC=CC=2)C=CC=CC=1.[CH2:20]([O:27][C:28]1[CH:37]=[CH:36][C:35]([C:38]#[N:39])=[CH:34][C:29]=1[CH2:30][N:31]=[N+]=[N-])[C:21]1[CH:26]=[CH:25][CH:24]=[CH:23][CH:22]=1.[OH-].[NH4+]. The catalyst is C1COCC1. The product is [CH2:20]([O:27][C:28]1[CH:37]=[CH:36][C:35]([C:38]#[N:39])=[CH:34][C:29]=1[CH2:30][NH2:31])[C:21]1[CH:22]=[CH:23][CH:24]=[CH:25][CH:26]=1. The yield is 0.690. (7) The catalyst is CN(C=O)C. The reactants are Br[CH2:2][CH2:3][CH3:4].[Br:5][C:6]1[CH:7]=[C:8]2[C:12](=[CH:13][CH:14]=1)[NH:11][CH:10]=[CH:9]2.C(=O)([O-])[O-].[Cs+].[Cs+]. The yield is 0.740. The product is [Br:5][C:6]1[CH:7]=[C:8]2[C:12](=[CH:13][CH:14]=1)[N:11]([CH2:2][CH2:3][CH3:4])[CH:10]=[CH:9]2. (8) The reactants are C(=O)([O-])[O-].[Cs+].[Cs+].[F:7][C:8]1[C:9](=[O:15])[NH:10][CH:11]=[CH:12][C:13]=1[I:14].Br[CH2:17][CH2:18][C:19]([CH3:29])([S:25]([CH3:28])(=[O:27])=[O:26])[C:20]([O:22][CH2:23][CH3:24])=[O:21]. The catalyst is C1COCC1. The product is [F:7][C:8]1[C:9](=[O:15])[N:10]([CH2:17][CH2:18][C@@:19]([CH3:29])([S:25]([CH3:28])(=[O:27])=[O:26])[C:20]([O:22][CH2:23][CH3:24])=[O:21])[CH:11]=[CH:12][C:13]=1[I:14]. The yield is 0.555.